Predict hERG channel inhibition at various concentrations. From a dataset of hERG Central: cardiac toxicity at 1µM, 10µM, and general inhibition. (1) The compound is CCCN(Cc1nnc(-c2ccccc2Cl)o1)C(=O)COc1ccc(Cl)cc1. Results: hERG_inhib (hERG inhibition (general)): blocker. (2) The compound is Cc1[nH]c2ccccc2c1CN1CCC(Cc2ccccc2)CC1.O=C(O)C(=O)O. Results: hERG_inhib (hERG inhibition (general)): blocker. (3) The compound is O=C(c1ccc(Cl)c(S(=O)(=O)N2CCCCCC2)c1)N1CCN(c2ccccn2)CC1. Results: hERG_inhib (hERG inhibition (general)): blocker. (4) The compound is COc1ccc(C(=O)C[n+]2ccc3c(c2)nnn3-c2ccccc2)cc1.[Br-]. Results: hERG_inhib (hERG inhibition (general)): blocker. (5) The compound is Clc1ccc2c(N3CCCC3)ccnc2c1. Results: hERG_inhib (hERG inhibition (general)): blocker. (6) The molecule is O=C(c1ccco1)N1CCN(C(=S)NCc2ccc(F)cc2)CC1. Results: hERG_inhib (hERG inhibition (general)): blocker. (7) The compound is O=C(CSc1nc2cccnc2n1Cc1ccccc1)N1CCCC1. Results: hERG_inhib (hERG inhibition (general)): blocker. (8) The molecule is N#Cc1nc(COc2ccc(Br)cc2)oc1NCCN1CCOCC1. Results: hERG_inhib (hERG inhibition (general)): blocker. (9) The drug is C#Cc1cccc(C(=O)NC2CCCN(C3Cc4ccccc4C3)C2)c1. Results: hERG_inhib (hERG inhibition (general)): blocker.